This data is from Catalyst prediction with 721,799 reactions and 888 catalyst types from USPTO. The task is: Predict which catalyst facilitates the given reaction. (1) Reactant: [C:1]([C:3]1[CH:8]=[CH:7][C:6]([C:9]2[CH:17]=[CH:16][CH:15]=[CH:14][C:10]=2[C:11]([OH:13])=O)=[CH:5][CH:4]=1)#[N:2].Cl.[NH2:19][CH2:20][C:21]1[CH:28]=[CH:27][C:24]([C:25]#N)=[CH:23][CH:22]=1.C(Cl)CCl.C1C=CC2N(O)N=[N:39]C=2C=1.CCN(C(C)C)C(C)C. Product: [C:20]([C:21]1[CH:28]=[CH:27][C:24]([CH2:25][C:17]2[C:9]([C:6]3[CH:5]=[CH:4][C:3]([C:1]#[N:2])=[CH:8][CH:7]=3)=[C:10]([CH:14]=[CH:15][CH:16]=2)[C:11]([NH2:39])=[O:13])=[CH:23][CH:22]=1)#[N:19]. The catalyst class is: 3. (2) Reactant: [F:1][C:2]([F:20])([F:19])[C:3]1[CH:4]=[C:5]([C:9]2[NH:13][C:12]3[CH:14]=[CH:15][CH:16]=[C:17]([NH2:18])[C:11]=3[N:10]=2)[CH:6]=[CH:7][CH:8]=1.[CH:21](=O)[C:22]1[CH:27]=[CH:26][CH:25]=[N:24][CH:23]=1.[BH-](OC(C)=O)(OC(C)=O)OC(C)=O.[Na+].N#N.C([O-])(O)=O.[Na+]. Product: [N:24]1[CH:25]=[CH:26][CH:27]=[C:22]([CH2:21][NH:18][C:17]2[C:11]3[N:10]=[C:9]([C:5]4[CH:6]=[CH:7][CH:8]=[C:3]([C:2]([F:1])([F:19])[F:20])[CH:4]=4)[NH:13][C:12]=3[CH:14]=[CH:15][CH:16]=2)[CH:23]=1. The catalyst class is: 26. (3) Reactant: CCN(C(C)C)C(C)C.Cl.Cl.[C:12]1([C:18]2[C:19]([N:33]3[CH2:38][CH2:37][NH:36][CH2:35][CH2:34]3)=[C:20]3[C:26]([O:27][CH2:28][C@@H:29]([OH:32])[CH2:30][OH:31])=[N:25][NH:24][C:21]3=[N:22][CH:23]=2)[CH:17]=[CH:16][CH:15]=[CH:14][CH:13]=1.[C:39]([O:43][C:44]([NH:46][C@H:47]([CH2:51][C:52]1[CH:57]=[CH:56][C:55]([Cl:58])=[CH:54][CH:53]=1)[C:48](O)=[O:49])=[O:45])([CH3:42])([CH3:41])[CH3:40].CN(C(ON1N=NC2C=CC=CC1=2)=[N+](C)C)C.[B-](F)(F)(F)F. Product: [Cl:58][C:55]1[CH:56]=[CH:57][C:52]([CH2:51][C@@H:47]([NH:46][C:44](=[O:45])[O:43][C:39]([CH3:41])([CH3:40])[CH3:42])[C:48]([N:36]2[CH2:35][CH2:34][N:33]([C:19]3[C:18]([C:12]4[CH:17]=[CH:16][CH:15]=[CH:14][CH:13]=4)=[CH:23][N:22]=[C:21]4[NH:24][N:25]=[C:26]([O:27][CH2:28][C@@H:29]([OH:32])[CH2:30][OH:31])[C:20]=34)[CH2:38][CH2:37]2)=[O:49])=[CH:53][CH:54]=1. The catalyst class is: 2. (4) Reactant: [Cl:1][C:2]1[C:7]([F:8])=[CH:6][C:5]([C:9]([NH2:11])=[NH:10])=[C:4]([F:12])[CH:3]=1.O=[C:14]1[CH2:18][S:17][CH2:16][CH:15]1[C:19](OCC)=[O:20].C[O-].[Na+]. Product: [Cl:1][C:2]1[C:7]([F:8])=[CH:6][C:5]([C:9]2[NH:11][C:14]3[CH2:18][S:17][CH2:16][C:15]=3[C:19](=[O:20])[N:10]=2)=[C:4]([F:12])[CH:3]=1. The catalyst class is: 5. (5) Reactant: Cl.[CH2:2]([O:6][C:7]1[N:15]=[C:14]2[C:10]([NH:11][C:12](Br)([OH:25])[N:13]2[CH2:16][C:17]2[CH:18]=[N:19][C:20]([Cl:24])=[C:21]([Cl:23])[CH:22]=2)=[C:9]([NH2:27])[N:8]=1)[CH2:3][CH2:4][CH3:5]. Product: [CH2:2]([O:6][C:7]1[N:15]=[C:14]2[C:10]([N:11]=[C:12]([OH:25])[N:13]2[CH2:16][C:17]2[CH:18]=[N:19][C:20]([Cl:24])=[C:21]([Cl:23])[CH:22]=2)=[C:9]([NH2:27])[N:8]=1)[CH2:3][CH2:4][CH3:5]. The catalyst class is: 51. (6) Reactant: Cl[C:2]1[C:7]([C:8]([O:10][CH2:11][CH3:12])=[O:9])=[CH:6][N:5]=[C:4]([O:13][CH3:14])[N:3]=1.Cl.[Cl:16][C:17]1[CH:23]=[C:22]([O:24][CH3:25])[C:21]([O:26][CH2:27][C:28]2[C:33]([O:34][CH3:35])=[CH:32][CH:31]=[C:30]([F:36])[C:29]=2[F:37])=[CH:20][C:18]=1[NH2:19].C(N(CC)C(C)C)(C)C.O. Product: [Cl:16][C:17]1[CH:23]=[C:22]([O:24][CH3:25])[C:21]([O:26][CH2:27][C:28]2[C:33]([O:34][CH3:35])=[CH:32][CH:31]=[C:30]([F:36])[C:29]=2[F:37])=[CH:20][C:18]=1[NH:19][C:2]1[C:7]([C:8]([O:10][CH2:11][CH3:12])=[O:9])=[CH:6][N:5]=[C:4]([O:13][CH3:14])[N:3]=1. The catalyst class is: 115. (7) Reactant: [Cl:1][C:2]1[CH:7]=[CH:6][C:5]([Cl:8])=[CH:4][C:3]=1[OH:9].[OH-].[Ca+2].[OH-].[C:13](=O)([O-])[O-:14].[Na+].[Na+].Cl. Product: [Cl:8][C:5]1[CH:4]=[C:3]([OH:9])[C:2]([Cl:1])=[CH:7][C:6]=1[CH:13]=[O:14]. The catalyst class is: 408.